Task: Regression/Classification. Given a drug SMILES string, predict its absorption, distribution, metabolism, or excretion properties. Task type varies by dataset: regression for continuous measurements (e.g., permeability, clearance, half-life) or binary classification for categorical outcomes (e.g., BBB penetration, CYP inhibition). Dataset: pgp_broccatelli.. Dataset: P-glycoprotein inhibition data for predicting drug efflux from Broccatelli et al. The result is 0 (non-inhibitor). The molecule is Nc1ccc(S(=O)(=O)Nc2ccccn2)cc1.